Task: Predict the reactants needed to synthesize the given product.. Dataset: Retrosynthesis with 50K atom-mapped reactions and 10 reaction types from USPTO Given the product CC(C)N1Cc2c(NCc3cnc4ccccc4c3)nc(N3CCN(C(=O)OC(C)(C)C)[C@@H](C)C3)nc2C1=O, predict the reactants needed to synthesize it. The reactants are: CC(C)N1Cc2c(NCc3cnc4ccccc4c3)nc(Cl)nc2C1=O.C[C@H]1CNCCN1C(=O)OC(C)(C)C.